Task: Predict the reaction yield, written as a fraction of the theoretical maximum amount of product (1.0 means a 100% yield; for example, 0.34 means a 34% yield).. Dataset: Reaction yield outcomes from USPTO patents with 853,638 reactions (1) The reactants are [CH3:1][O:2][C:3]1[CH:8]=[CH:7][C:6]([NH:9][C:10]2[CH:15]=[CH:14][CH:13]=[CH:12][C:11]=2[N+:16]([O-])=O)=[CH:5][CH:4]=1.[ClH:19].O1CCOCC1. The catalyst is CO.[Pd]. The product is [ClH:19].[ClH:19].[CH3:1][O:2][C:3]1[CH:4]=[CH:5][C:6]([NH:9][C:10]2[C:11]([NH2:16])=[CH:12][CH:13]=[CH:14][CH:15]=2)=[CH:7][CH:8]=1. The yield is 0.830. (2) The reactants are C[O:2][C:3](=[O:35])[CH2:4][CH2:5][N:6]1[C:10]2[CH:11]=[CH:12][CH:13]=[CH:14][C:9]=2[N:8]([CH2:15][C:16]2[C:25]3[C:20](=[CH:21][C:22]([O:26][Si](C(C)(C)C)(C)C)=[CH:23][CH:24]=3)[CH:19]=[CH:18][CH:17]=2)[C:7]1=[O:34].O.[OH-].[Li+]. The catalyst is C1COCC1.O. The product is [OH:26][C:22]1[CH:21]=[C:20]2[C:25](=[CH:24][CH:23]=1)[C:16]([CH2:15][N:8]1[C:9]3[CH:14]=[CH:13][CH:12]=[CH:11][C:10]=3[N:6]([CH2:5][CH2:4][C:3]([OH:35])=[O:2])[C:7]1=[O:34])=[CH:17][CH:18]=[CH:19]2. The yield is 0.100. (3) The reactants are [CH3:1][N:2]([CH3:7])[CH2:3][C:4]([OH:6])=[O:5].[Cl:8][C:9]1[CH:10]=[C:11]([C:17]2[CH:21]=[CH:20][N:19]([CH2:22][C@@H:23]([NH:25][C:26]([C:28]3[N:29]=[C:30]([CH2:33]O)[S:31][CH:32]=3)=[O:27])[CH3:24])[N:18]=2)[CH:12]=[CH:13][C:14]=1[C:15]#[N:16]. No catalyst specified. The product is [CH3:1][N:2]([CH3:7])[CH2:3][C:4]([O:6][CH2:33][C:30]1[S:31][CH:32]=[C:28]([C:26](=[O:27])[NH:25][C@@H:23]([CH3:24])[CH2:22][N:19]2[CH:20]=[CH:21][C:17]([C:11]3[CH:12]=[CH:13][C:14]([C:15]#[N:16])=[C:9]([Cl:8])[CH:10]=3)=[N:18]2)[N:29]=1)=[O:5]. The yield is 0.395. (4) The reactants are [CH3:1][C:2](C)([O-])C.[K+].[Br:7][C:8]1[CH:9]=[C:10]2[NH:16][C:15](=[O:17])[CH2:14][C:11]2=[N:12][CH:13]=1.[C:18]([O:22]C)(=O)[CH:19]=[CH2:20].O. The catalyst is CS(C)=O.C(OCC)(=O)C. The product is [Br:7][C:8]1[CH:9]=[C:10]2[NH:16][C:15](=[O:17])[C:14]3([CH2:20][CH2:19][C:18](=[O:22])[CH2:2][CH2:1]3)[C:11]2=[N:12][CH:13]=1. The yield is 0.500. (5) The reactants are Cl[C:2]1[N:3]=[CH:4][C:5]2[C:9]([NH:11][C:12]3[CH:16]=[C:15]([CH3:17])[NH:14][N:13]=3)([N:10]=1)[N:8]=[CH:7][N:6]=2.[CH3:18][CH:19]1[CH2:24][CH2:23][NH:22][CH2:21][CH2:20]1.C(=O)([O-])[O-].[K+].[K+]. No catalyst specified. The product is [CH3:18][CH:19]1[CH2:24][CH2:23][N:22]([C:2]2[N:3]=[CH:4][C:5]3[C:9]([NH:11][C:12]4[NH:13][N:14]=[C:15]([CH3:17])[CH:16]=4)([N:10]=2)[N:8]=[CH:7][N:6]=3)[CH2:21][CH2:20]1. The yield is 0.900. (6) The reactants are C[Si]([N-][Si](C)(C)C)(C)C.[K+].[CH2:11]([O:13][C:14](=[O:30])[CH2:15][N:16]=[C:17]([C:24]1[CH:29]=[CH:28][CH:27]=[CH:26][CH:25]=1)[C:18]1[CH:23]=[CH:22][CH:21]=[CH:20][CH:19]=1)[CH3:12].C(=O)=O.C[C:35]([CH3:37])=O.I[CH2:39][CH3:40]. The catalyst is O1CCCC1. The product is [C:18]1([C:17](=[N:16][C:15]([CH2:35][CH3:37])([CH2:39][CH3:40])[C:14]([O:13][CH2:11][CH3:12])=[O:30])[C:24]2[CH:29]=[CH:28][CH:27]=[CH:26][CH:25]=2)[CH:19]=[CH:20][CH:21]=[CH:22][CH:23]=1. The yield is 0.970. (7) The reactants are [C:1]([O:5][C:6](=[O:24])[N:7](C)[CH:8]1CCN(C2C=CC([N+]([O-])=O)=CN=2)CC1)([CH3:4])([CH3:3])[CH3:2].[H][H]. The catalyst is C(OCC)(=O)C.[Pd]. The product is [C:1]([O:5][C:6](=[O:24])[NH:7][CH3:8])([CH3:4])([CH3:3])[CH3:2]. The yield is 0.980.